From a dataset of Reaction yield outcomes from USPTO patents with 853,638 reactions. Predict the reaction yield, written as a fraction of the theoretical maximum amount of product (1.0 means a 100% yield; for example, 0.34 means a 34% yield). (1) The reactants are [H-].[Na+].[NH:3]1[C:11]2[C:6](=[CH:7][CH:8]=[CH:9][CH:10]=2)[CH2:5][CH2:4]1.[CH3:12]I. The catalyst is O1CCCC1. The product is [CH3:12][N:3]1[C:11]2[C:6](=[CH:7][CH:8]=[CH:9][CH:10]=2)[CH2:5][CH2:4]1. The yield is 0.600. (2) The reactants are [C:1]1([C:7]([OH:12])([CH3:11])[CH2:8][CH2:9][OH:10])[CH:6]=[CH:5][CH:4]=[CH:3][CH:2]=1.[S:13](Cl)([C:16]1[CH:22]=[CH:21][C:19]([CH3:20])=[CH:18][CH:17]=1)(=[O:15])=[O:14].C(N(CC)CC)C.O. The catalyst is C(Cl)Cl. The product is [CH3:20][C:19]1[CH:21]=[CH:22][C:16]([S:13]([O:10][CH2:9][CH2:8][C:7]([OH:12])([C:1]2[CH:6]=[CH:5][CH:4]=[CH:3][CH:2]=2)[CH3:11])(=[O:15])=[O:14])=[CH:17][CH:18]=1. The yield is 0.420. (3) The reactants are [CH3:1][C:2]1[CH:3]=[C:4]([C:7]2[CH:11]=[CH:10][NH:9][N:8]=2)[S:5][CH:6]=1.[H-].[Na+].I[CH:15]([CH3:17])[CH3:16].O. The catalyst is CN(C)C=O.C1CCCCC1.C(OCC)(=O)C.CC(OC)(C)C. The product is [CH:15]([N:9]1[CH:10]=[CH:11][C:7]([C:4]2[S:5][CH:6]=[C:2]([CH3:1])[CH:3]=2)=[N:8]1)([CH3:17])[CH3:16].[CH:15]([N:8]1[C:7]([C:4]2[S:5][CH:6]=[C:2]([CH3:1])[CH:3]=2)=[CH:11][CH:10]=[N:9]1)([CH3:17])[CH3:16]. The yield is 0.620. (4) The reactants are [H-].[Na+].[NH:3]1[C:11]2[C:6](=[CH:7][CH:8]=[CH:9][CH:10]=2)[CH:5]=[N:4]1.[Cl:12][C:13]1[CH:18]=[CH:17][C:16]([NH:19][C:20]2[CH:25]=[CH:24][CH:23]=[C:22](F)[N:21]=2)=[CH:15][CH:14]=1. The catalyst is CN(C)C=O. The product is [Cl:12][C:13]1[CH:18]=[CH:17][C:16]([NH:19][C:20]2[CH:25]=[CH:24][CH:23]=[C:22]([N:3]3[C:11]4[C:6](=[CH:7][CH:8]=[CH:9][CH:10]=4)[CH:5]=[N:4]3)[N:21]=2)=[CH:15][CH:14]=1. The yield is 0.110. (5) The reactants are C(=O)([O-])[O-].[K+].[K+].Cl.[NH2:8][OH:9].[Br:10][C:11]1[C:12]([S:17](Cl)(=[O:19])=[O:18])=[N:13][CH:14]=[CH:15][CH:16]=1.S(Cl)(Cl)(=O)=O. The catalyst is O.C(OCC)(=O)C.CO.O1CCCC1. The product is [Br:10][C:11]1[C:12]([S:17]([NH:8][OH:9])(=[O:19])=[O:18])=[N:13][CH:14]=[CH:15][CH:16]=1. The yield is 0.0500. (6) The reactants are [O:1]=[C:2]1[C:10]2[C:5](=[CH:6][CH:7]=[CH:8][CH:9]=2)[C:4](=[O:11])[N:3]1[CH2:12][CH2:13][CH2:14][CH2:15][C:16]1[CH:21]=[CH:20][C:19]([S:22](Cl)(=[O:24])=[O:23])=[CH:18][CH:17]=1.CN1CCOCC1.[NH2:33][C@@H:34]([CH:38]([CH3:40])[CH3:39])[C:35]([NH2:37])=[O:36]. The catalyst is CN(C=O)C. The product is [O:1]=[C:2]1[C:10]2[C:5](=[CH:6][CH:7]=[CH:8][CH:9]=2)[C:4](=[O:11])[N:3]1[CH2:12][CH2:13][CH2:14][CH2:15][C:16]1[CH:21]=[CH:20][C:19]([S:22]([NH:33][C@@H:34]([CH:38]([CH3:40])[CH3:39])[C:35]([NH2:37])=[O:36])(=[O:24])=[O:23])=[CH:18][CH:17]=1. The yield is 0.730. (7) The product is [Br:1][C:2]1[CH:7]=[C:6]([C:21](=[O:22])[CH:20]([O:26][CH2:27][CH3:28])[O:19][CH2:17][CH3:18])[C:5]([F:8])=[CH:4][N:3]=1. The yield is 0.920. The catalyst is C1COCC1. The reactants are [Br:1][C:2]1[CH:7]=[CH:6][C:5]([F:8])=[CH:4][N:3]=1.[Li+].CC([N-]C(C)C)C.[CH2:17]([O:19][CH:20]([O:26][CH2:27][CH3:28])[C:21](OCC)=[O:22])[CH3:18].CCOC(C)=O. (8) The reactants are [NH:1]1[C:9]2[C:4](=[C:5]([C:10]3[N:14]=[C:13]([C:15]4[CH:16]=[CH:17][C:18]5[O:22][C:21]([CH3:23])=[CH:20][C:19]=5[CH:24]=4)[O:12][N:11]=3)[CH:6]=[CH:7][CH:8]=2)[CH:3]=[CH:2]1.C(OC1C=C(C2ON=C(C3C=CC=C4C=3C=CN4)N=2)C=CC=1OCC)C. No catalyst specified. The product is [NH:1]1[C:9]2[C:4](=[C:5]([C:10]3[N:14]=[C:13]([C:15]4[CH:16]=[CH:17][C:18]5[O:22][C:21]([CH3:23])=[CH:20][C:19]=5[CH:24]=4)[O:12][N:11]=3)[CH:6]=[CH:7][CH:8]=2)[CH2:3][CH2:2]1. The yield is 1.00.